Dataset: Full USPTO retrosynthesis dataset with 1.9M reactions from patents (1976-2016). Task: Predict the reactants needed to synthesize the given product. (1) Given the product [CH3:17][N:16]1[C:12]([C:10]([NH:9][C:4]2[CH:3]=[C:2]([O:1][C:26]3[CH:31]=[N:30][C:29]([N+:32]([O-:34])=[O:33])=[CH:28][CH:27]=3)[CH:7]=[C:6]([CH3:8])[CH:5]=2)=[O:11])=[CH:13][C:14]([CH3:18])=[N:15]1, predict the reactants needed to synthesize it. The reactants are: [OH:1][C:2]1[CH:3]=[C:4]([NH:9][C:10]([C:12]2[N:16]([CH3:17])[N:15]=[C:14]([CH3:18])[CH:13]=2)=[O:11])[CH:5]=[C:6]([CH3:8])[CH:7]=1.C(=O)([O-])[O-].[Cs+].[Cs+].Br[C:26]1[CH:27]=[CH:28][C:29]([N+:32]([O-:34])=[O:33])=[N:30][CH:31]=1. (2) Given the product [Br:1]/[CH:2]=[C:3]1\[CH2:4][CH2:5][CH2:6][C@@:7]2([CH3:15])[C@H:11]\1[CH2:10][CH:9]=[C:8]2[C@@H:12]([OH:14])[CH3:13], predict the reactants needed to synthesize it. The reactants are: [Br:1]/[CH:2]=[C:3]1\[CH2:4][CH2:5][CH2:6][C@@:7]2([CH3:15])[C@H:11]\1[CH2:10][CH:9]=[C:8]2[C:12](=[O:14])[CH3:13].B1(C)OC(C2C=CC=CC=2)(C2C=CC=CC=2)[C@@H]2N1CCC2.CSC.B.[H][H]. (3) The reactants are: [Cl:1][C:2]1[CH:7]=[CH:6][N:5]=[C:4]2[CH:8]=[CH:9][S:10][C:3]=12.[Li]CCCC.Br[C:17]1[N:22]=[CH:21][C:20]([CH2:23][N:24]([CH2:28][CH2:29][O:30][CH3:31])[C:25](=[O:27])[CH3:26])=[CH:19][CH:18]=1.[NH4+].[Cl-]. Given the product [Cl:1][C:2]1[CH:7]=[CH:6][N:5]=[C:4]2[CH:8]=[C:9]([C:17]3[N:22]=[CH:21][C:20]([CH2:23][N:24]([CH2:28][CH2:29][O:30][CH3:31])[C:25](=[O:27])[CH3:26])=[CH:19][CH:18]=3)[S:10][C:3]=12, predict the reactants needed to synthesize it. (4) Given the product [F:1][C:2]([F:10])([F:11])[C:3]1[CH:4]=[C:5]2[C:6]([C:5](=[O:9])[CH2:4][CH2:3][O:9]2)=[CH:7][CH:8]=1, predict the reactants needed to synthesize it. The reactants are: [F:1][C:2]([F:11])([F:10])[C:3]1[CH:4]=[C:5]([OH:9])[CH:6]=[CH:7][CH:8]=1.N.